This data is from Full USPTO retrosynthesis dataset with 1.9M reactions from patents (1976-2016). The task is: Predict the reactants needed to synthesize the given product. (1) Given the product [CH2:1]([C:4]1[CH:9]=[CH:8][C:7]([NH2:10])=[CH:6][CH:5]=1)[CH:2]=[CH2:3], predict the reactants needed to synthesize it. The reactants are: [CH2:1]([C:4]1[CH:9]=[CH:8][C:7]([N+:10]([O-])=O)=[CH:6][CH:5]=1)[CH:2]=[CH2:3].[NH4+].[Cl-].C(O)C. (2) Given the product [CH2:29]([NH:31][C:2]1[C:11]2[C:6](=[CH:7][C:8]([N:13]3[CH2:18][CH2:17][O:16][CH2:15][CH2:14]3)=[C:9]([F:12])[CH:10]=2)[N:5]=[C:4](/[CH:19]=[CH:20]/[C:21]2[O:22][C:23]([N+:26]([O-:28])=[O:27])=[CH:24][CH:25]=2)[N:3]=1)[CH3:30], predict the reactants needed to synthesize it. The reactants are: Cl[C:2]1[C:11]2[C:6](=[CH:7][C:8]([N:13]3[CH2:18][CH2:17][O:16][CH2:15][CH2:14]3)=[C:9]([F:12])[CH:10]=2)[N:5]=[C:4]([CH:19]=[CH:20][C:21]2[O:22][C:23]([N+:26]([O-:28])=[O:27])=[CH:24][CH:25]=2)[N:3]=1.[CH2:29]([NH2:31])[CH3:30]. (3) Given the product [CH:16]1[CH:17]=[C:18]2[C:23]3[N-:22][C:21]([C:19]2=[CH:20][CH:15]=1)=[N:53][C:52]1=[N:54][C:45]([C:46]2[C:51]1=[CH:50][CH:49]=[CH:48][CH:47]=2)=[N:44][C:42]1=[N:43][C:35]([C:36]2[C:41]1=[CH:40][CH:39]=[CH:38][CH:37]=2)=[N:34][C:32]1[N-:33][C:25](=[C:26]2[C:31]=1[CH:30]=[CH:29][CH:28]=[CH:27]2)[N:24]=3.[Al+3:12].[Cl-:11], predict the reactants needed to synthesize it. The reactants are: C(#N)C1C(=CC=CC=1)C#N.[Cl-:11].[Al+3:12].[Cl-].[Cl-].[CH:15]1[CH:16]=[CH:17][C:18]2[C:19](=[C:21]3[N:53]=[C:52]4[N:54]=[C:45]([C:46]5[CH:47]=[CH:48][CH:49]=[CH:50][C:51]=54)[N:44]=[C:42]4[NH:43][C:35]([C:36]5[CH:37]=[CH:38][CH:39]=[CH:40][C:41]=54)=[N:34][C:32]4=[N:33][C:25]([C:26]5[CH:27]=[CH:28][CH:29]=[CH:30][C:31]=54)=[N:24][C:23]=2[NH:22]3)[CH:20]=1. (4) Given the product [C:1]([O:5][C:6]([CH:7]1[CH:24]([C:19]2[CH:20]=[CH:21][C:22]([F:23])=[C:17]([Cl:16])[CH:18]=2)[C:25]([C:28]2[CH:33]=[CH:32][C:31]([Cl:34])=[CH:30][C:29]=2[F:35])([C:26]#[N:27])[CH:9]([CH2:10][C:11]([CH3:14])([CH3:13])[CH3:12])[NH:8]1)=[O:15])([CH3:4])([CH3:3])[CH3:2], predict the reactants needed to synthesize it. The reactants are: [C:1]([O:5][C:6](=[O:15])[CH2:7]/[N:8]=[CH:9]/[CH2:10][C:11]([CH3:14])([CH3:13])[CH3:12])([CH3:4])([CH3:3])[CH3:2].[Cl:16][C:17]1[CH:18]=[C:19](/[CH:24]=[C:25](/[C:28]2[CH:33]=[CH:32][C:31]([Cl:34])=[CH:30][C:29]=2[F:35])\[C:26]#[N:27])[CH:20]=[CH:21][C:22]=1[F:23].C(N(CC)CC)C. (5) Given the product [C:1]([C:9]1[CH:24]=[C:23]([O:25][C:26]([F:27])([F:28])[F:29])[CH:22]=[CH:21][C:10]=1[O:11][CH:12]([CH3:20])[CH2:13][CH2:14][O:42][C:39]1[CH:40]=[CH:41][C:36]([S:35][CH2:34][C:33]([OH:32])=[O:44])=[C:37]([CH3:43])[CH:38]=1)(=[O:8])[C:2]1[CH:3]=[CH:4][CH:5]=[CH:6][CH:7]=1, predict the reactants needed to synthesize it. The reactants are: [C:1]([C:9]1[CH:24]=[C:23]([O:25][C:26]([F:29])([F:28])[F:27])[CH:22]=[CH:21][C:10]=1[O:11][CH:12]([CH3:20])[CH2:13][CH2:14]OS(C)(=O)=O)(=[O:8])[C:2]1[CH:7]=[CH:6][CH:5]=[CH:4][CH:3]=1.C([O:32][C:33](=[O:44])[CH2:34][S:35][C:36]1[CH:41]=[CH:40][C:39]([OH:42])=[CH:38][C:37]=1[CH3:43])C. (6) Given the product [CH:30]1([C:35]2[CH:36]=[C:37]3[C:42](=[CH:43][CH:44]=2)[C:41](=[O:45])[NH:40][C:39](=[O:46])[C:38]3=[CH:47][NH:50][CH2:51][C:52]2[CH:53]=[CH:54][C:55]([C:59]3[CH:63]=[CH:62][O:61][CH:60]=3)=[C:56]([OH:58])[CH:57]=2)[CH2:31][CH2:32][CH2:33][CH2:34]1, predict the reactants needed to synthesize it. The reactants are: OC1C=C(CNC=C2C3C(=CC=C(I)C=3)C(=O)NC2=O)C=CC=1C1C=CC=CC=1.[CH:30]1([C:35]2[CH:36]=[C:37]3[C:42](=[CH:43][CH:44]=2)[C:41](=[O:45])[NH:40][C:39](=[O:46])[C:38]3=[CH:47]OC)[CH2:34][CH2:33][CH2:32][CH2:31]1.[NH2:50][CH2:51][C:52]1[CH:53]=[CH:54][C:55]([C:59]2[CH:63]=[CH:62][O:61][CH:60]=2)=[C:56]([OH:58])[CH:57]=1. (7) Given the product [CH:43]([OH:44])=[O:55].[C:1]([C:5]1[CH:9]=[C:8]([NH:10][C:11]([NH:13][C@@H:14]2[C:23]3[C:18](=[CH:19][CH:20]=[CH:21][CH:22]=3)[C@H:17]([O:24][C:25]3[CH:26]=[CH:27][C:28]4[N:29]([C:31]([N:34]5[C@H:39]([CH3:40])[CH2:38][CH2:37][CH2:36][C@@H:35]5[CH3:41])=[N:32][N:33]=4)[CH:30]=3)[CH2:16][CH2:15]2)=[O:12])[N:7]([CH2:42][CH2:43][N:50]([CH3:51])[CH3:49])[N:6]=1)([CH3:3])([CH3:4])[CH3:2], predict the reactants needed to synthesize it. The reactants are: [C:1]([C:5]1[CH:9]=[C:8]([NH:10][C:11]([NH:13][C@@H:14]2[C:23]3[C:18](=[CH:19][CH:20]=[CH:21][CH:22]=3)[C@H:17]([O:24][C:25]3[CH:26]=[CH:27][C:28]4[N:29]([C:31]([N:34]5[C@H:39]([CH3:40])[CH2:38][CH2:37][CH2:36][C@@H:35]5[CH3:41])=[N:32][N:33]=4)[CH:30]=3)[CH2:16][CH2:15]2)=[O:12])[N:7]([CH2:42][CH2:43][O:44]S(C)(=O)=O)[N:6]=1)([CH3:4])([CH3:3])[CH3:2].[CH3:49][NH:50][CH3:51].C1C[O:55]CC1. (8) Given the product [CH:14]1([CH2:13][O:12][C:7]2[C:2]([C:21]3[CH:22]=[CH:23][C:18]([F:17])=[CH:19][CH:20]=3)=[CH:3][C:4]([C:9]([NH:27][CH2:28][C:29]([OH:34])([CH3:35])[C:30]([F:33])([F:32])[F:31])=[O:11])=[CH:5][N:6]=2)[CH2:16][CH2:15]1, predict the reactants needed to synthesize it. The reactants are: Br[C:2]1[CH:3]=[C:4]([C:9]([OH:11])=O)[CH:5]=[N:6][C:7]=1Cl.[OH:12][CH2:13][CH:14]1[CH2:16][CH2:15]1.[F:17][C:18]1[CH:23]=[CH:22][C:21](B(O)O)=[CH:20][CH:19]=1.[NH2:27][CH2:28][C:29]([CH3:35])([OH:34])[C:30]([F:33])([F:32])[F:31]. (9) Given the product [CH:32]1([CH2:35][NH:36][CH2:2][C:3]2[CH:8]=[CH:7][C:6]([C:9]3[C:10]([C:28]([F:31])([F:30])[F:29])=[C:11]([CH2:15][O:16][CH:17]4[CH2:20][N:19]([C:21]([NH:23][C:24]([CH3:27])([CH3:26])[CH3:25])=[O:22])[CH2:18]4)[CH:12]=[CH:13][CH:14]=3)=[CH:5][CH:4]=2)[CH2:34][CH2:33]1, predict the reactants needed to synthesize it. The reactants are: Cl[CH2:2][C:3]1[CH:8]=[CH:7][C:6]([C:9]2[C:10]([C:28]([F:31])([F:30])[F:29])=[C:11]([CH2:15][O:16][CH:17]3[CH2:20][N:19]([C:21]([NH:23][C:24]([CH3:27])([CH3:26])[CH3:25])=[O:22])[CH2:18]3)[CH:12]=[CH:13][CH:14]=2)=[CH:5][CH:4]=1.[CH:32]1([CH2:35][NH2:36])[CH2:34][CH2:33]1. (10) The reactants are: [CH2:1]([N:8]1[C:12]2=[C:13]([N:20]3[CH2:29][CH2:28][C:27]4[C:22](=[CH:23][CH:24]=[CH:25][CH:26]=4)[CH2:21]3)[N:14]=[C:15]([C:17]([OH:19])=[O:18])[CH:16]=[C:11]2[C:10]([CH3:30])=[C:9]1[CH3:31])[C:2]1[CH:7]=[CH:6][CH:5]=[CH:4][CH:3]=1.[OH-].[K+].I[CH3:35].O. Given the product [CH3:35][O:18][C:17]([C:15]1[CH:16]=[C:11]2[C:10]([CH3:30])=[C:9]([CH3:31])[N:8]([CH2:1][C:2]3[CH:3]=[CH:4][CH:5]=[CH:6][CH:7]=3)[C:12]2=[C:13]([N:20]2[CH2:29][CH2:28][C:27]3[C:22](=[CH:23][CH:24]=[CH:25][CH:26]=3)[CH2:21]2)[N:14]=1)=[O:19], predict the reactants needed to synthesize it.